Dataset: NCI-60 drug combinations with 297,098 pairs across 59 cell lines. Task: Regression. Given two drug SMILES strings and cell line genomic features, predict the synergy score measuring deviation from expected non-interaction effect. Drug 1: CC1C(C(CC(O1)OC2CC(CC3=C2C(=C4C(=C3O)C(=O)C5=C(C4=O)C(=CC=C5)OC)O)(C(=O)C)O)N)O.Cl. Drug 2: C(CC(=O)O)C(=O)CN.Cl. Cell line: LOX IMVI. Synergy scores: CSS=23.6, Synergy_ZIP=-10.5, Synergy_Bliss=-10.3, Synergy_Loewe=-8.42, Synergy_HSA=-6.37.